Dataset: Forward reaction prediction with 1.9M reactions from USPTO patents (1976-2016). Task: Predict the product of the given reaction. (1) Given the reactants O.[OH-].[Li+].C[O:5][C:6]([C:8]1[CH:49]=[CH:48][C:11]([CH2:12][CH:13](/[CH:26]=[CH:27]/[C:28]2[CH:33]=[CH:32][CH:31]=[CH:30][C:29]=2[O:34][CH2:35][CH2:36][CH2:37][CH2:38][CH2:39][N:40]2[CH2:45][CH2:44][CH2:43][N:42]([CH3:46])[C:41]2=[O:47])[CH2:14][CH2:15][C:16]2[CH:25]=[CH:24][C:19]([C:20]([O:22]C)=[O:21])=[CH:18][CH:17]=2)=[CH:10][CH:9]=1)=[O:7].Cl, predict the reaction product. The product is: [C:6]([C:8]1[CH:9]=[CH:10][C:11]([CH2:12][CH:13](/[CH:26]=[CH:27]/[C:28]2[CH:33]=[CH:32][CH:31]=[CH:30][C:29]=2[O:34][CH2:35][CH2:36][CH2:37][CH2:38][CH2:39][N:40]2[CH2:45][CH2:44][CH2:43][N:42]([CH3:46])[C:41]2=[O:47])[CH2:14][CH2:15][C:16]2[CH:17]=[CH:18][C:19]([C:20]([OH:22])=[O:21])=[CH:24][CH:25]=2)=[CH:48][CH:49]=1)([OH:7])=[O:5]. (2) Given the reactants [NH:1]1[C:9]2[CH:8]=[CH:7][CH:6]=[C:5]([CH:10]=O)[C:4]=2[CH:3]=[CH:2]1.[CH3:12][C:13]1[CH:18]=[C:17]([CH3:19])[CH:16]=[C:15]([CH3:20])[C:14]=1[CH:21]1[CH2:26][C:25](=O)[CH2:24][C:23](=[O:28])[CH2:22]1.C([O-])(=O)C.[NH4+].[CH2:34]([O:36][C:37](=[O:48])[CH2:38][C:39](=O)[CH2:40][CH2:41][CH:42]1[CH2:46][CH2:45][CH2:44][CH2:43]1)[CH3:35].F[B-](F)(F)F.C([N+:58]1C=CN(C)C=1)CCC, predict the reaction product. The product is: [CH2:34]([O:36][C:37]([C:38]1[CH:10]([C:5]2[CH:6]=[CH:7][CH:8]=[C:9]3[C:4]=2[CH:3]=[CH:2][NH:1]3)[C:24]2[C:23](=[O:28])[CH2:22][CH:21]([C:14]3[C:15]([CH3:20])=[CH:16][C:17]([CH3:19])=[CH:18][C:13]=3[CH3:12])[CH2:26][C:25]=2[NH:58][C:39]=1[CH2:40][CH2:41][CH:42]1[CH2:46][CH2:45][CH2:44][CH2:43]1)=[O:48])[CH3:35]. (3) Given the reactants C(OC([N:8]1[CH2:13][CH2:12][CH:11]([O:14][C:15]2[N:16]=[N:17][C:18]([CH2:35][CH2:36][CH2:37][CH3:38])=[C:19]([C:21]3[CH:26]=[CH:25][C:24]([O:27][CH2:28][C:29]4[CH:34]=[CH:33][CH:32]=[CH:31][CH:30]=4)=[CH:23][CH:22]=3)[CH:20]=2)[CH2:10][CH2:9]1)=O)(C)(C)C.[ClH:39], predict the reaction product. The product is: [ClH:39].[ClH:39].[CH2:28]([O:27][C:24]1[CH:25]=[CH:26][C:21]([C:19]2[CH:20]=[C:15]([O:14][CH:11]3[CH2:12][CH2:13][NH:8][CH2:9][CH2:10]3)[N:16]=[N:17][C:18]=2[CH2:35][CH2:36][CH2:37][CH3:38])=[CH:22][CH:23]=1)[C:29]1[CH:30]=[CH:31][CH:32]=[CH:33][CH:34]=1. (4) Given the reactants [CH3:1][O:2][C:3]1[CH:14]=[C:13]2[C:6]([NH:7][CH:8]=[C:9]2[CH2:10][CH2:11][NH2:12])=[CH:5][CH:4]=1.[O:15]1[CH2:19][CH2:18][CH2:17][CH:16]1[C:20](Cl)=[O:21].C(OCC)(=O)C, predict the reaction product. The product is: [CH3:1][O:2][C:3]1[CH:14]=[C:13]2[C:6](=[CH:5][CH:4]=1)[NH:7][CH:8]=[C:9]2[CH2:10][CH2:11][NH:12][C:20]([CH:16]1[CH2:17][CH2:18][CH2:19][O:15]1)=[O:21]. (5) Given the reactants [F:1][C:2]1[CH:3]=[CH:4][C:5]2[N:6]([C:8]([CH2:11][OH:12])=[N:9][CH:10]=2)[CH:7]=1.C(=O)(O)[O-].[Na+].[I:18]I, predict the reaction product. The product is: [F:1][C:2]1[CH:3]=[CH:4][C:5]2[N:6]([C:8]([CH2:11][OH:12])=[N:9][C:10]=2[I:18])[CH:7]=1. (6) Given the reactants [C:1]([C:3]1[CH:4]=[C:5]([CH:13]([CH2:17][CH:18]2[CH2:22][CH2:21][CH2:20][CH2:19]2)[C:14]([OH:16])=O)[CH:6]=[CH:7][C:8]=1[S:9]([CH3:12])(=[O:11])=[O:10])#[N:2].C(N(CC)CC)C.F[P-](F)(F)(F)(F)F.N1(O[P+](N(C)C)(N(C)C)N(C)C)C2C=CC=CC=2N=N1.[NH2:57][C:58]1[S:59][C:60]2[CH:66]=[CH:65][CH:64]=[CH:63][C:61]=2[N:62]=1, predict the reaction product. The product is: [S:59]1[C:60]2[CH:66]=[CH:65][CH:64]=[CH:63][C:61]=2[N:62]=[C:58]1[NH:57][C:14](=[O:16])[CH:13]([C:5]1[CH:6]=[CH:7][C:8]([S:9]([CH3:12])(=[O:10])=[O:11])=[C:3]([C:1]#[N:2])[CH:4]=1)[CH2:17][CH:18]1[CH2:22][CH2:21][CH2:20][CH2:19]1. (7) Given the reactants Cl[C:2]1[N:3]=[N:4][CH:5]=[C:6]([C:8]([F:11])([F:10])[F:9])[CH:7]=1.C(O)(C)C.[NH3:16], predict the reaction product. The product is: [F:9][C:8]([F:11])([F:10])[C:6]1[CH:7]=[C:2]([NH2:16])[N:3]=[N:4][CH:5]=1.